Task: Predict which catalyst facilitates the given reaction.. Dataset: Catalyst prediction with 721,799 reactions and 888 catalyst types from USPTO (1) Reactant: CN(C)S(N1C(S[C:12]2[CH:17]=[CH:16][CH:15]=[CH:14][CH:13]=2)=CN=C1[Si](C(C)(C)C)(C)C)(=O)=O.[Li]CCCC.[CH3:31][N:32]([CH3:50])[S:33]([N:36]1[C:40]([CH:41]=O)=[CH:39][N:38]=[C:37]1[Si:43]([C:46]([CH3:49])([CH3:48])[CH3:47])([CH3:45])[CH3:44])(=[O:35])=[O:34]. Product: [CH:12]1([CH2:41][C:40]2[N:36]([S:33](=[O:35])(=[O:34])[N:32]([CH3:50])[CH3:31])[C:37]([Si:43]([C:46]([CH3:49])([CH3:48])[CH3:47])([CH3:45])[CH3:44])=[N:38][CH:39]=2)[CH2:17][CH2:16][CH2:15][CH2:14][CH2:13]1. The catalyst class is: 1. (2) Reactant: Br[CH2:2][CH2:3][CH2:4][O:5][CH3:6].[Mg].II.[CH:10]([SiH:13]([CH:15]([CH3:17])[CH3:16])Cl)([CH3:12])[CH3:11].[Cl-].[NH4+]. Product: [CH:10]([SiH:13]([CH:15]([CH3:17])[CH3:16])[CH2:2][CH2:3][CH2:4][O:5][CH3:6])([CH3:12])[CH3:11]. The catalyst class is: 1. (3) Reactant: [Br:1][C:2]1[CH:8]=[CH:7][C:5]([OH:6])=[CH:4][C:3]=1[OH:9].[Cl:10][CH2:11][C:12](=O)[CH2:13][C:14](OCC)=[O:15]. Product: [Br:1][C:2]1[CH:8]=[C:7]2[C:5](=[CH:4][C:3]=1[OH:9])[O:6][C:14](=[O:15])[CH2:13][CH:12]2[CH2:11][Cl:10]. The catalyst class is: 82. (4) Reactant: Br[C:2]1[CH:7]=[CH:6][C:5]([C:8]#[N:9])=[CH:4][N:3]=1.[CH:10]1([CH2:13][NH2:14])[CH2:12][CH2:11]1. Product: [CH:10]1([CH2:13][NH:14][C:2]2[CH:7]=[CH:6][C:5]([C:8]#[N:9])=[CH:4][N:3]=2)[CH2:12][CH2:11]1. The catalyst class is: 12. (5) Reactant: [CH3:1][C:2]1[N:3]=[C:4]2[CH:9]=[CH:8][C:7]([O:10]C)=[CH:6][N:5]2[CH:12]=1.Br.[NH+]1C=CC=CC=1.C(=O)(O)[O-].[Na+]. Product: [CH3:1][C:2]1[N:3]=[C:4]2[CH:9]=[CH:8][C:7]([OH:10])=[CH:6][N:5]2[CH:12]=1. The catalyst class is: 6.